Dataset: Full USPTO retrosynthesis dataset with 1.9M reactions from patents (1976-2016). Task: Predict the reactants needed to synthesize the given product. Given the product [CH3:18][C:7]1([C:1]2[CH:2]=[CH:3][CH:4]=[CH:5][CH:6]=2)[CH2:8][CH2:9][N:10]([C:11]2[CH:12]=[C:13]([CH3:17])[CH:14]=[CH:15][CH:16]=2)[C:28](=[O:30])[NH:19]1, predict the reactants needed to synthesize it. The reactants are: [C:1]1([C@@:7]([NH2:19])([CH3:18])[CH2:8][CH2:9][NH:10][C:11]2[CH:12]=[C:13]([CH3:17])[CH:14]=[CH:15][CH:16]=2)[CH:6]=[CH:5][CH:4]=[CH:3][CH:2]=1.CCN(CC)CC.Cl[C:28](Cl)([O:30]C(=O)OC(Cl)(Cl)Cl)Cl.